From a dataset of Catalyst prediction with 721,799 reactions and 888 catalyst types from USPTO. Predict which catalyst facilitates the given reaction. (1) Reactant: [NH2:1][C:2]1[CH:3]=[C:4]2[C:9](=[CH:10][CH:11]=1)[C:8](=O)[CH2:7][CH2:6][CH2:5]2.Cl.[NH2:14][OH:15].C([O-])(=O)C.[Na+]. Product: [NH2:1][C:2]1[CH:3]=[C:4]2[C:9](=[CH:10][CH:11]=1)/[C:8](=[N:14]/[OH:15])/[CH2:7][CH2:6][CH2:5]2. The catalyst class is: 88. (2) Reactant: Br[C:2]1[CH:11]=[CH:10][C:9]2[C:4](=[CH:5][CH:6]=[C:7]([O:12][CH:13]3[CH2:18][CH2:17][CH:16]([C:19]([CH3:22])([CH3:21])[CH3:20])[CH2:15][CH2:14]3)[CH:8]=2)[CH:3]=1.C([Li])CCC.CCCCCC.Br[CH2:35][C:36]([O:38][CH2:39][CH3:40])=[O:37]. Product: [CH2:39]([O:38][C:36](=[O:37])[CH2:35][C:2]1[CH:11]=[CH:10][C:9]2[C:4](=[CH:5][CH:6]=[C:7]([O:12][CH:13]3[CH2:18][CH2:17][CH:16]([C:19]([CH3:22])([CH3:21])[CH3:20])[CH2:15][CH2:14]3)[CH:8]=2)[CH:3]=1)[CH3:40]. The catalyst class is: 28. (3) Reactant: C([O:3][C:4]([C@@:6]1([NH:11][C:12]([O:14][C:15]([CH3:18])([CH3:17])[CH3:16])=[O:13])[CH2:8][C@H:7]1[CH:9]=[CH2:10])=[O:5])C.[Li+].[OH-]. Product: [C:15]([O:14][C:12]([NH:11][C@:6]1([C:4]([OH:5])=[O:3])[CH2:8][C@H:7]1[CH:9]=[CH2:10])=[O:13])([CH3:18])([CH3:16])[CH3:17]. The catalyst class is: 87. (4) The catalyst class is: 10. Product: [Cl:1][C:2]1[CH:3]=[CH:4][C:5]([N:8]2[C:12](=[O:13])[CH:11]=[C:10]([CH3:14])[N:9]2[CH2:16][CH3:17])=[CH:6][CH:7]=1. Reactant: [Cl:1][C:2]1[CH:7]=[CH:6][C:5]([N:8]2[C:12](=[O:13])[CH2:11][C:10]([CH3:14])=[N:9]2)=[CH:4][CH:3]=1.I[CH2:16][CH3:17]. (5) Reactant: [Cl:1][C:2]1[C:3]([F:31])=[C:4]([CH:8]2[C:12]([C:15]3[CH:20]=[CH:19][C:18]([Cl:21])=[CH:17][C:16]=3[F:22])([C:13]#[N:14])[CH:11]([CH2:23][C:24]([CH3:27])([CH3:26])[CH3:25])[NH:10][CH:9]2[C:28]([OH:30])=O)[CH:5]=[CH:6][CH:7]=1.CN(C(ON1N=NC2C=CC=NC1=2)=[N+](C)C)C.F[P-](F)(F)(F)(F)F.CCN(C(C)C)C(C)C.[NH2:65][C:66]1[CH:71]=[CH:70][C:69]([C:72]2[NH:76][N:75]=[CH:74][N:73]=2)=[CH:68][CH:67]=1. Product: [N:75]1[NH:76][C:72]([C:69]2[CH:70]=[CH:71][C:66]([NH:65][C:28]([CH:9]3[CH:8]([C:4]4[CH:5]=[CH:6][CH:7]=[C:2]([Cl:1])[C:3]=4[F:31])[C:12]([C:15]4[CH:20]=[CH:19][C:18]([Cl:21])=[CH:17][C:16]=4[F:22])([C:13]#[N:14])[CH:11]([CH2:23][C:24]([CH3:25])([CH3:27])[CH3:26])[NH:10]3)=[O:30])=[CH:67][CH:68]=2)=[N:73][CH:74]=1. The catalyst class is: 2. (6) Reactant: [CH3:1][O:2][C:3]1[CH:4]=[C:5]2[C:10](=[CH:11][CH:12]=1)[C:9](=[O:13])[NH:8][CH2:7][CH2:6]2.[H-].[Na+].[CH2:16](I)[CH3:17]. Product: [CH2:16]([N:8]1[CH2:7][CH2:6][C:5]2[C:10](=[CH:11][CH:12]=[C:3]([O:2][CH3:1])[CH:4]=2)[C:9]1=[O:13])[CH3:17]. The catalyst class is: 1. (7) Reactant: [Cl:1][C:2]1[CH:7]=[CH:6][C:5]([N:8]2[CH:12]=[CH:11][C:10]([C:13]([F:16])([F:15])[F:14])=[C:9]2[CH2:17][OH:18])=[CH:4][CH:3]=1.[Cl:19][C:20]1[CH:25]=[CH:24][C:23]([N:26]2[CH:30]=[CH:29][C:28]([C:31]([F:37])([F:36])[C:32]([F:35])([F:34])[F:33])=[C:27]2[CH2:38][OH:39])=[CH:22][CH:21]=1.[F:40][C:41]1[CH:42]=[C:43]([CH2:49][CH2:50][C:51](OCC)=O)[CH:44]=[C:45]([F:48])[C:46]=1[OH:47].C1CCN(C(N=NC(N2CCCCC2)=O)=[O:63])CC1.P(CCCC)(CCCC)CCCC. Product: [C:38]([O:39][C:43]1[CH:44]=[C:45]([F:48])[C:46]([O:18][CH2:17][C:9]2[N:8]([C:5]3[CH:4]=[CH:3][C:2]([Cl:1])=[CH:7][CH:6]=3)[CH:12]=[CH:11][C:10]=2[C:13]([F:14])([F:15])[F:16])=[C:41]([F:40])[CH:42]=1)(=[O:63])[CH2:27][CH3:28].[Cl:19][C:20]1[CH:21]=[CH:22][C:23]([N:26]2[CH:30]=[CH:29][C:28]([C:31]([F:37])([F:36])[C:32]([F:33])([F:34])[F:35])=[C:27]2[CH2:38][O:47][C:46]2[C:45]([F:48])=[CH:44][C:43]([CH2:49][CH2:50][CH3:51])=[CH:42][C:41]=2[F:40])=[CH:24][CH:25]=1. The catalyst class is: 11. (8) Reactant: [Br:1][C:2]1[CH:3]=[N:4][N:5]([CH2:7][CH2:8][NH:9][CH2:10][CH2:11][O:12][CH3:13])[CH:6]=1.[CH3:14][C:15]([O:18][C:19](O[C:19]([O:18][C:15]([CH3:17])([CH3:16])[CH3:14])=[O:20])=[O:20])([CH3:17])[CH3:16]. Product: [Br:1][C:2]1[CH:3]=[N:4][N:5]([CH2:7][CH2:8][N:9]([CH2:10][CH2:11][O:12][CH3:13])[C:19](=[O:20])[O:18][C:15]([CH3:17])([CH3:16])[CH3:14])[CH:6]=1. The catalyst class is: 1. (9) Reactant: [Mg].Br[CH2:3][CH2:4][CH2:5]/[CH:6]=[CH:7]\[CH2:8][CH2:9][CH2:10][CH2:11][CH3:12].[CH2:13]([CH:23]([CH2:26][CH2:27][CH2:28]/[CH:29]=[CH:30]\[CH2:31][CH2:32][CH2:33][CH2:34][CH3:35])[CH:24]=[O:25])[CH2:14][CH2:15]/[CH:16]=[CH:17]\[CH2:18][CH2:19][CH2:20][CH2:21][CH3:22].Cl. Product: [CH2:13]([CH:23]([CH2:26][CH2:27][CH2:28]/[CH:29]=[CH:30]\[CH2:31][CH2:32][CH2:33][CH2:34][CH3:35])[CH:24]([OH:25])[CH2:3][CH2:4][CH2:5]/[CH:6]=[CH:7]\[CH2:8][CH2:9][CH2:10][CH2:11][CH3:12])[CH2:14][CH2:15]/[CH:16]=[CH:17]\[CH2:18][CH2:19][CH2:20][CH2:21][CH3:22]. The catalyst class is: 7.